This data is from Forward reaction prediction with 1.9M reactions from USPTO patents (1976-2016). The task is: Predict the product of the given reaction. (1) Given the reactants [Cl:1][C:2]1[CH:7]=[CH:6][C:5]([OH:8])=[CH:4][CH:3]=1.[CH3:9][C:10]1[C:11](=O)[C:12](C)=[CH:13]C(=O)[CH:15]=1.CC(OP(C1C=CC=CC=1)C1C=CC=CC=1)(CC=C)C, predict the reaction product. The product is: [Cl:1][C:2]1[CH:7]=[CH:6][C:5]([O:8][C:10]([CH3:15])([CH3:9])[CH2:11][CH:12]=[CH2:13])=[CH:4][CH:3]=1. (2) Given the reactants [NH2:1][C:2]1[CH:3]=[CH:4][C:5]([Cl:10])=[C:6]([CH2:8][OH:9])[CH:7]=1.[C:11](=[O:14])([O-])[O-:12].[Na+].[Na+], predict the reaction product. The product is: [Cl:10][C:5]1[CH:4]=[CH:3][C:2]([NH:1][C:11](=[O:14])[O:12][C:6]([CH3:8])([CH3:7])[CH3:5])=[CH:7][C:6]=1[CH2:8][OH:9]. (3) Given the reactants [NH2:1][C:2]1[CH:3]=[C:4]([CH:8]=[CH:9][CH:10]=1)[C:5]([OH:7])=[O:6].[Cl:11][C:12]1[C:17]([Cl:18])=[CH:16][CH:15]=[CH:14][C:13]=1[N:19]=[C:20]=[O:21], predict the reaction product. The product is: [C:5]([C:4]1[CH:3]=[C:2]([NH:1][C:20]([NH:19][C:13]2[CH:14]=[CH:15][CH:16]=[C:17]([Cl:18])[C:12]=2[Cl:11])=[O:21])[CH:10]=[CH:9][CH:8]=1)([OH:7])=[O:6]. (4) Given the reactants [CH2:1]([O:8][CH2:9][CH2:10][CH2:11][CH2:12][C:13]1[O:17][N:16]=[C:15]([C:18]([O:20]CC)=[O:19])[CH:14]=1)[C:2]1[CH:7]=[CH:6][CH:5]=[CH:4][CH:3]=1.C(O)C.[OH-].[K+], predict the reaction product. The product is: [CH2:1]([O:8][CH2:9][CH2:10][CH2:11][CH2:12][C:13]1[O:17][N:16]=[C:15]([C:18]([OH:20])=[O:19])[CH:14]=1)[C:2]1[CH:3]=[CH:4][CH:5]=[CH:6][CH:7]=1.